From a dataset of CYP1A2 inhibition data for predicting drug metabolism from PubChem BioAssay. Regression/Classification. Given a drug SMILES string, predict its absorption, distribution, metabolism, or excretion properties. Task type varies by dataset: regression for continuous measurements (e.g., permeability, clearance, half-life) or binary classification for categorical outcomes (e.g., BBB penetration, CYP inhibition). Dataset: cyp1a2_veith. (1) The compound is Cc1noc(C)c1-c1nccc(N(C)Cc2ccco2)n1. The result is 1 (inhibitor). (2) The compound is CC(C)CCC1(CN2CCCC2=O)C(=O)NC(=O)NC1=O. The result is 0 (non-inhibitor). (3) The drug is CS(=O)(=O)N1CCC2(CCCN(c3cccc(-c4ccccc4)c3)C2)CC1. The result is 1 (inhibitor). (4) The compound is N[C@H](CCC(=O)NCS(=O)(=O)O)C(=O)O. The result is 0 (non-inhibitor). (5) The molecule is Cc1ccccc1C(=O)Nc1cccc(NC(=S)NC(=O)c2cccs2)c1. The result is 1 (inhibitor). (6) The compound is O=C(Cc1ccccc1)NC(Nc1cccc2ccccc12)C(Cl)(Cl)Cl. The result is 1 (inhibitor). (7) The compound is CC12CCC(C(=O)Nc3ccccc3Br)(C/C1=N\O)C2(C)C. The result is 0 (non-inhibitor). (8) The compound is Cc1nn2c3c(cnc2c1-c1ccccc1)C(=O)CC(c1ccccc1)C3. The result is 1 (inhibitor).